Dataset: NCI-60 drug combinations with 297,098 pairs across 59 cell lines. Task: Regression. Given two drug SMILES strings and cell line genomic features, predict the synergy score measuring deviation from expected non-interaction effect. (1) Drug 1: COC1=CC(=CC(=C1O)OC)C2C3C(COC3=O)C(C4=CC5=C(C=C24)OCO5)OC6C(C(C7C(O6)COC(O7)C8=CC=CS8)O)O. Drug 2: C1=CC(=CC=C1C#N)C(C2=CC=C(C=C2)C#N)N3C=NC=N3. Cell line: NCI-H226. Synergy scores: CSS=25.2, Synergy_ZIP=-5.53, Synergy_Bliss=0.812, Synergy_Loewe=-12.1, Synergy_HSA=2.07. (2) Drug 1: C1CCC(C1)C(CC#N)N2C=C(C=N2)C3=C4C=CNC4=NC=N3. Drug 2: C1=C(C(=O)NC(=O)N1)F. Cell line: HCT116. Synergy scores: CSS=41.5, Synergy_ZIP=-0.451, Synergy_Bliss=-4.23, Synergy_Loewe=-14.2, Synergy_HSA=-4.69. (3) Drug 1: CCCS(=O)(=O)NC1=C(C(=C(C=C1)F)C(=O)C2=CNC3=C2C=C(C=N3)C4=CC=C(C=C4)Cl)F. Drug 2: N.N.Cl[Pt+2]Cl. Cell line: SF-268. Synergy scores: CSS=-9.89, Synergy_ZIP=3.05, Synergy_Bliss=0.561, Synergy_Loewe=-19.4, Synergy_HSA=-5.67. (4) Drug 1: C1CN1C2=NC(=NC(=N2)N3CC3)N4CC4. Drug 2: C1CCN(CC1)CCOC2=CC=C(C=C2)C(=O)C3=C(SC4=C3C=CC(=C4)O)C5=CC=C(C=C5)O. Cell line: MDA-MB-435. Synergy scores: CSS=-3.09, Synergy_ZIP=-3.91, Synergy_Bliss=-3.63, Synergy_Loewe=-6.14, Synergy_HSA=-5.34. (5) Drug 1: C1=NC2=C(N1)C(=S)N=C(N2)N. Drug 2: CC1=CC=C(C=C1)C2=CC(=NN2C3=CC=C(C=C3)S(=O)(=O)N)C(F)(F)F. Cell line: EKVX. Synergy scores: CSS=33.1, Synergy_ZIP=-11.5, Synergy_Bliss=-2.17, Synergy_Loewe=-8.29, Synergy_HSA=0.707. (6) Drug 1: C1CCC(C1)C(CC#N)N2C=C(C=N2)C3=C4C=CNC4=NC=N3. Drug 2: C1CCN(CC1)CCOC2=CC=C(C=C2)C(=O)C3=C(SC4=C3C=CC(=C4)O)C5=CC=C(C=C5)O. Cell line: SF-268. Synergy scores: CSS=4.81, Synergy_ZIP=5.90, Synergy_Bliss=13.2, Synergy_Loewe=7.10, Synergy_HSA=8.33. (7) Drug 1: C1=NC(=NC(=O)N1C2C(C(C(O2)CO)O)O)N. Drug 2: CCN(CC)CCNC(=O)C1=C(NC(=C1C)C=C2C3=C(C=CC(=C3)F)NC2=O)C. Cell line: ACHN. Synergy scores: CSS=35.0, Synergy_ZIP=-9.27, Synergy_Bliss=0.928, Synergy_Loewe=-1.32, Synergy_HSA=1.92.